This data is from Full USPTO retrosynthesis dataset with 1.9M reactions from patents (1976-2016). The task is: Predict the reactants needed to synthesize the given product. (1) The reactants are: [CH2:1]([Li])CCC.C(NC(C)C)(C)C.[N:13]1([C:24]([O:26][C:27]([CH3:30])([CH3:29])[CH3:28])=[O:25])[CH2:18][CH2:17][CH2:16][CH:15]([C:19]([O:21][CH2:22][CH3:23])=[O:20])[CH2:14]1.CI. Given the product [CH3:1][C:15]1([C:19]([O:21][CH2:22][CH3:23])=[O:20])[CH2:16][CH2:17][CH2:18][N:13]([C:24]([O:26][C:27]([CH3:29])([CH3:28])[CH3:30])=[O:25])[CH2:14]1, predict the reactants needed to synthesize it. (2) Given the product [CH3:16][C:13]1([CH3:17])[CH2:14][CH2:15][C:10]([C:8]2[C:7]([NH:18][C:19]([C:21]3[NH:25][CH:24]=[C:23]([C:26]#[N:27])[N:22]=3)=[O:20])=[CH:6][CH:5]=[C:4]([C:1]3([CH3:2])[NH:28][CH2:29][CH2:30][O:3]3)[N:9]=2)=[CH:11][CH2:12]1, predict the reactants needed to synthesize it. The reactants are: [C:1]([C:4]1[N:9]=[C:8]([C:10]2[CH2:15][CH2:14][C:13]([CH3:17])([CH3:16])[CH2:12][CH:11]=2)[C:7]([NH:18][C:19]([C:21]2[NH:22][C:23]([C:26]#[N:27])=[CH:24][N:25]=2)=[O:20])=[CH:6][CH:5]=1)(=[O:3])[CH3:2].[NH2:28][CH2:29][CH2:30]O. (3) Given the product [ClH:18].[F:1][C:2]1[CH:11]=[C:10]2[C:5]([CH2:6][CH2:7][CH2:8][CH:9]2[CH2:12][CH2:13][NH2:14])=[CH:4][CH:3]=1, predict the reactants needed to synthesize it. The reactants are: [F:1][C:2]1[CH:11]=[C:10]2[C:5]([CH2:6][CH2:7][CH2:8][C:9]2=[CH:12][C:13]#[N:14])=[CH:4][CH:3]=1.N.[H][H].[ClH:18]. (4) Given the product [CH2:26]([O:25][C:11]1[CH:12]=[C:13]([O:17][CH2:18][C:19]2[CH:24]=[CH:23][CH:22]=[CH:21][CH:20]=2)[C:14]([Br:16])=[CH:15][C:10]=1[C:9]([OH:33])=[O:8])[C:27]1[CH:28]=[CH:29][CH:30]=[CH:31][CH:32]=1, predict the reactants needed to synthesize it. The reactants are: C([O:8][C:9](=[O:33])[C:10]1[CH:15]=[C:14]([Br:16])[C:13]([O:17][CH2:18][C:19]2[CH:24]=[CH:23][CH:22]=[CH:21][CH:20]=2)=[CH:12][C:11]=1[O:25][CH2:26][C:27]1[CH:32]=[CH:31][CH:30]=[CH:29][CH:28]=1)C1C=CC=CC=1.[Li+].[OH-].Cl. (5) Given the product [CH:1]1([C:7]2[C:15]3[CH:14]=[CH:13][C:12]([C:16]([O:18][CH3:19])=[O:17])=[CH:11][C:10]=3[N:9]3[CH:20]=[C:21]([C:23]([O:25][CH3:26])=[O:24])[CH2:22][C:32]4[CH:31]=[CH:30][CH:29]=[CH:28][C:27]=4[C:8]=23)[CH2:6][CH2:5][CH2:4][CH2:3][CH2:2]1, predict the reactants needed to synthesize it. The reactants are: [CH:1]1([C:7]2[C:15]3[C:10](=[CH:11][C:12]([C:16]([O:18][CH3:19])=[O:17])=[CH:13][CH:14]=3)[N:9]([CH2:20][C:21]([C:23]([O:25][CH3:26])=[O:24])=[CH2:22])[C:8]=2[C:27]2[CH:32]=[CH:31][CH:30]=[CH:29][C:28]=2C=C)[CH2:6][CH2:5][CH2:4][CH2:3][CH2:2]1. (6) Given the product [C:20]([O:19][C:17]([N:24]1[CH2:29][CH2:28][CH:27]([N:14]2[CH2:15][CH2:16][N:11]([CH2:8][CH2:9][CH3:10])[CH2:12][CH2:13]2)[CH2:26][CH2:25]1)=[O:18])([CH3:23])([CH3:22])[CH3:21], predict the reactants needed to synthesize it. The reactants are: C([O-])(=O)C.[Na+].Br.Br.[CH2:8]([N:11]1[CH2:16][CH2:15][NH:14][CH2:13][CH2:12]1)[CH2:9][CH3:10].[C:17]([N:24]1[CH2:29][CH2:28][C:27](=O)[CH2:26][CH2:25]1)([O:19][C:20]([CH3:23])([CH3:22])[CH3:21])=[O:18].C([BH3-])#N.[Na+]. (7) Given the product [Cl:1][C:2]1[C:3]2[N:11]=[N:10][N:9]([CH2:12][C:13]3[CH:14]=[C:15]([O:23][CH3:24])[C:16]([O:21][CH3:22])=[C:17]([O:19][CH3:20])[C:18]=3[Br:32])[C:4]=2[N:5]=[C:6]([NH2:8])[N:7]=1, predict the reactants needed to synthesize it. The reactants are: [Cl:1][C:2]1[C:3]2[N:11]=[N:10][N:9]([CH2:12][C:13]3[CH:18]=[C:17]([O:19][CH3:20])[C:16]([O:21][CH3:22])=[C:15]([O:23][CH3:24])[CH:14]=3)[C:4]=2[N:5]=[C:6]([NH2:8])[N:7]=1.C1C(=O)N([Br:32])C(=O)C1. (8) Given the product [CH2:3]([O:2][C:1]([NH:12][C@@H:13]([CH2:17][C:18]1[C:27]2[C:22](=[CH:23][CH:24]=[CH:25][CH:26]=2)[CH:21]=[CH:20][CH:19]=1)[C:14]([OH:16])=[O:15])=[O:10])[C:4]1[CH:9]=[CH:8][CH:7]=[CH:6][CH:5]=1, predict the reactants needed to synthesize it. The reactants are: [C:1](Cl)(=[O:10])[O:2][CH2:3][C:4]1[CH:9]=[CH:8][CH:7]=[CH:6][CH:5]=1.[NH2:12][C@@H:13]([CH2:17][C:18]1[C:27]2[C:22](=[CH:23][CH:24]=[CH:25][CH:26]=2)[CH:21]=[CH:20][CH:19]=1)[C:14]([OH:16])=[O:15]. (9) Given the product [F:1][C:2]1[CH:3]=[C:4]([N:8]2[C:12]([C:20]3[CH:21]=[CH:22][CH:23]=[C:18]([O:17][C:16]([F:15])([F:27])[F:28])[CH:19]=3)=[CH:11][C:10]([NH2:14])=[N:9]2)[CH:5]=[CH:6][CH:7]=1, predict the reactants needed to synthesize it. The reactants are: [F:1][C:2]1[CH:3]=[C:4]([N:8]2[C:12](I)=[CH:11][C:10]([NH2:14])=[N:9]2)[CH:5]=[CH:6][CH:7]=1.[F:15][C:16]([F:28])([F:27])[O:17][C:18]1[CH:19]=[C:20](B(O)O)[CH:21]=[CH:22][CH:23]=1.C(=O)([O-])[O-].[Na+].[Na+].C1(P(C2CCCCC2)C2CCCCC2)CCCCC1.C(=O)([O-])O.[Na+].